From a dataset of Catalyst prediction with 721,799 reactions and 888 catalyst types from USPTO. Predict which catalyst facilitates the given reaction. (1) Reactant: [Br:1][C:2]1[CH:22]=[CH:21][C:20]([F:23])=[CH:19][C:3]=1[O:4][CH:5]1[CH2:10][CH2:9][N:8]([C:11]2[CH:15]=[C:14]([C:16]([NH2:18])=O)[O:13][N:12]=2)[CH2:7][CH2:6]1.CCN(CC)CC.C(OC(C(F)(F)F)=O)(C(F)(F)F)=O. Product: [Br:1][C:2]1[CH:22]=[CH:21][C:20]([F:23])=[CH:19][C:3]=1[O:4][CH:5]1[CH2:10][CH2:9][N:8]([C:11]2[CH:15]=[C:14]([C:16]#[N:18])[O:13][N:12]=2)[CH2:7][CH2:6]1. The catalyst class is: 2. (2) Reactant: [Cl:1][C:2]1[CH:7]=[CH:6][C:5]([O:8][C:9]2[CH:10]=[N:11][C:12]([N+:15]([O-])=O)=[CH:13][CH:14]=2)=[CH:4][C:3]=1[NH:18][C:19](=[O:25])[O:20][C:21]([CH3:24])([CH3:23])[CH3:22]. Product: [NH2:15][C:12]1[N:11]=[CH:10][C:9]([O:8][C:5]2[CH:6]=[CH:7][C:2]([Cl:1])=[C:3]([NH:18][C:19](=[O:25])[O:20][C:21]([CH3:22])([CH3:23])[CH3:24])[CH:4]=2)=[CH:14][CH:13]=1. The catalyst class is: 129. (3) Product: [C:1]([O:6][C:14]1([CH2:12][CH3:13])[CH2:19][CH2:18][CH2:17][CH2:16][CH2:15]1)(=[O:5])[C:2]([CH3:4])=[CH2:3]. The catalyst class is: 11. Reactant: [C:1]([OH:6])(=[O:5])[C:2]([CH3:4])=[CH2:3].S(=O)(=O)(O)O.[CH2:12]([C:14]1[CH2:19][CH2:18][CH2:17][CH2:16][CH:15]=1)[CH3:13].[OH-].[Na+]. (4) Reactant: Br[C:2]1[CH:7]=[C:6]([N+:8]([O-:10])=[O:9])[CH:5]=[C:4]([O:11][CH3:12])[CH:3]=1.[CH:13]1([S:16]([O-:18])=[O:17])[CH2:15][CH2:14]1.[Na+].N1CCC[C@H]1C(O)=O.[OH-].[Na+]. The catalyst class is: 156. Product: [CH:13]1([S:16]([C:2]2[CH:7]=[C:6]([N+:8]([O-:10])=[O:9])[CH:5]=[C:4]([O:11][CH3:12])[CH:3]=2)(=[O:18])=[O:17])[CH2:15][CH2:14]1. (5) Reactant: [C:1]([C:9]([OH:11])=[O:10])(=[O:8])[C:2]1[CH:7]=[CH:6][CH:5]=[CH:4][CH:3]=1.C(Cl)(=O)C(Cl)=O.[N:18]12[CH2:25][CH2:24][CH:21]([CH2:22][CH2:23]1)[C@@H:20](O)[CH2:19]2. Product: [O:8]=[C:1]([C:2]1[CH:7]=[CH:6][CH:5]=[CH:4][CH:3]=1)[C:9]([O:11][C@@H:20]1[CH:21]2[CH2:24][CH2:25][N:18]([CH2:23][CH2:22]2)[CH2:19]1)=[O:10]. The catalyst class is: 22. (6) Reactant: [CH3:1][O:2][C:3]1[CH:10]=[CH:9][C:6]([CH:7]=O)=[CH:5][C:4]=1[CH3:11].CO[CH:14](OC)[CH2:15][NH2:16]. Product: [CH3:1][O:2][C:3]1[CH:10]=[C:9]2[C:6](=[CH:5][C:4]=1[CH3:11])[CH:7]=[N:16][CH:15]=[CH:14]2. The catalyst class is: 48.